This data is from Forward reaction prediction with 1.9M reactions from USPTO patents (1976-2016). The task is: Predict the product of the given reaction. (1) Given the reactants [NH2:1][C:2]1[CH:7]=[CH:6][C:5](Br)=[CH:4][N:3]=1.[Cl:9][C:10]1[CH:15]=[CH:14][C:13](B(O)O)=[CH:12][CH:11]=1, predict the reaction product. The product is: [Cl:9][C:10]1[CH:15]=[CH:14][C:13]([C:5]2[CH:6]=[CH:7][C:2]([NH2:1])=[N:3][CH:4]=2)=[CH:12][CH:11]=1. (2) Given the reactants [C@@H:1]12[CH2:7][C@@H:4]([CH2:5][CH2:6]1)[CH2:3][C@@H:2]2[NH:8][C:9]1[S:10][CH2:11][C:12](=[O:14])[N:13]=1.[Li+].CC([N-]C(C)C)C.Br[CH2:24][CH2:25][O:26][CH2:27][CH2:28]Br, predict the reaction product. The product is: [C@@H:1]12[CH2:7][C@@H:4]([CH2:5][CH2:6]1)[CH2:3][C@@H:2]2[NH:8][C:9]1[S:10][C:11]2([CH2:28][CH2:27][O:26][CH2:25][CH2:24]2)[C:12](=[O:14])[N:13]=1. (3) Given the reactants C(OC(=O)[NH:7][C:8]([CH3:17])([CH:10]1[CH2:15][CH2:14][CH:13]([OH:16])[CH2:12][CH2:11]1)[CH3:9])(C)(C)C.Cl.O, predict the reaction product. The product is: [NH2:7][C:8]([CH:10]1[CH2:15][CH2:14][CH:13]([OH:16])[CH2:12][CH2:11]1)([CH3:17])[CH3:9]. (4) Given the reactants [S:1]1[CH:5]=[CH:4][CH:3]=[C:2]1[C:6](Cl)=[O:7].[CH2:9]([N:16]1[C:25]2[C:20](=[CH:21][C:22]([F:26])=[CH:23][CH:24]=2)[C:19]([N:27]2[CH2:32][CH2:31][NH:30][CH2:29][CH2:28]2)=[C:18]([C:33]#[N:34])[C:17]1=[O:35])[C:10]1[CH:15]=[CH:14][CH:13]=[CH:12][CH:11]=1, predict the reaction product. The product is: [CH2:9]([N:16]1[C:25]2[C:20](=[CH:21][C:22]([F:26])=[CH:23][CH:24]=2)[C:19]([N:27]2[CH2:32][CH2:31][N:30]([C:6]([C:2]3[S:1][CH:5]=[CH:4][CH:3]=3)=[O:7])[CH2:29][CH2:28]2)=[C:18]([C:33]#[N:34])[C:17]1=[O:35])[C:10]1[CH:15]=[CH:14][CH:13]=[CH:12][CH:11]=1. (5) Given the reactants [F:1][C:2]1[CH:7]=[CH:6][C:5]([F:8])=[CH:4][C:3]=1/[CH:9]=[CH:10]/[CH2:11][N:12]1[CH2:17][CH2:16][CH:15]([CH2:18][CH2:19][CH2:20][N:21]2[C:26]3[CH:27]=[C:28]([C:31]#[N:32])[CH:29]=[CH:30][C:25]=3[O:24][CH2:23][C:22]2=[O:33])[CH:14]([C:34]([O:36]C)=[O:35])[CH2:13]1.[OH-].[Na+].Cl, predict the reaction product. The product is: [C:31]([C:28]1[CH:29]=[CH:30][C:25]2[O:24][CH2:23][C:22](=[O:33])[N:21]([CH2:20][CH2:19][CH2:18][CH:15]3[CH2:16][CH2:17][N:12]([CH2:11]/[CH:10]=[CH:9]/[C:3]4[CH:4]=[C:5]([F:8])[CH:6]=[CH:7][C:2]=4[F:1])[CH2:13][CH:14]3[C:34]([OH:36])=[O:35])[C:26]=2[CH:27]=1)#[N:32]. (6) Given the reactants [CH3:1][O:2][C:3]1[CH:4]=[CH:5][C:6]2[N:11]=[CH:10][C:9](=[O:12])[N:8]([C:13]3[CH:14]=[C:15]4[O:22][CH2:21][CH:20]([NH:23]OCC5C=CC=CC=5)[CH2:19][C:16]4=[N:17][CH:18]=3)[C:7]=2[N:32]=1, predict the reaction product. The product is: [NH2:23][CH:20]1[CH2:21][O:22][C:15]2[C:16](=[N:17][CH:18]=[C:13]([N:8]3[C:9](=[O:12])[CH2:10][NH:11][C:6]4[CH:5]=[CH:4][C:3]([O:2][CH3:1])=[N:32][C:7]3=4)[CH:14]=2)[CH2:19]1. (7) Given the reactants [CH3:1][O:2][C:3]1[C:4]([C:14](=O)[CH2:15][CH3:16])=[C:5]([CH:9]=[C:10]([O:12][CH3:13])[CH:11]=1)[C:6](O)=[O:7].O.[NH2:19][NH2:20], predict the reaction product. The product is: [CH3:1][O:2][C:3]1[CH:11]=[C:10]([O:12][CH3:13])[CH:9]=[C:5]2[C:4]=1[C:14]([CH2:15][CH3:16])=[N:19][NH:20][C:6]2=[O:7]. (8) Given the reactants [NH:1]1[CH2:6][CH2:5][CH:4]([NH:7][C:8]([C:10]2[O:11][C:12]3[C:17]([C:18](=[O:20])[CH:19]=2)=[CH:16][CH:15]=[C:14]([F:21])[CH:13]=3)=[O:9])[CH2:3][CH2:2]1.[C:22]([C:25]1[CH:37]=[CH:36][C:28]2[N:29]([CH2:33][CH2:34][CH3:35])[C:30](=[O:32])[S:31][C:27]=2[CH:26]=1)(=O)[CH3:23].C1COCC1.C([BH3-])#N.[Na+], predict the reaction product. The product is: [F:21][C:14]1[CH:13]=[C:12]2[C:17]([C:18](=[O:20])[CH:19]=[C:10]([C:8]([NH:7][CH:4]3[CH2:3][CH2:2][N:1]([CH:22]([C:25]4[CH:37]=[CH:36][C:28]5[N:29]([CH2:33][CH2:34][CH3:35])[C:30](=[O:32])[S:31][C:27]=5[CH:26]=4)[CH3:23])[CH2:6][CH2:5]3)=[O:9])[O:11]2)=[CH:16][CH:15]=1.